Dataset: Catalyst prediction with 721,799 reactions and 888 catalyst types from USPTO. Task: Predict which catalyst facilitates the given reaction. (1) Reactant: C(OP([CH2:9][C:10]([O:12][CH2:13][CH3:14])=[O:11])(OCC)=O)C.[H-].[Na+].[C:17]1([C:23]([C:25]2[CH:30]=[CH:29][N:28]=[N:27][CH:26]=2)=O)[CH:22]=[CH:21][CH:20]=[CH:19][CH:18]=1. Product: [C:17]1(/[C:23](/[C:25]2[CH:30]=[CH:29][N:28]=[N:27][CH:26]=2)=[CH:9]\[C:10]([O:12][CH2:13][CH3:14])=[O:11])[CH:18]=[CH:19][CH:20]=[CH:21][CH:22]=1. The catalyst class is: 1. (2) Reactant: [H-].[H-].[H-].[H-].[Li+].[Al+3].[F:7][C:8]1[CH:13]=[C:12]([O:14][CH3:15])[CH:11]=[CH:10][C:9]=1[CH:16]=[CH:17][N+:18]([O-])=O.OS(O)(=O)=O. Product: [F:7][C:8]1[CH:13]=[C:12]([O:14][CH3:15])[CH:11]=[CH:10][C:9]=1[CH2:16][CH2:17][NH2:18]. The catalyst class is: 1. (3) Reactant: [O:1]1[C:5]2[CH:6]=[CH:7][C:8]([C:10]3[NH:11][C:12]4[N:13]([N:17]=[C:18]([CH3:22])[C:19]=4[C:20]#[N:21])[C:14](=[O:16])[CH:15]=3)=[CH:9][C:4]=2[O:3][CH2:2]1.[OH-:23].[Na+].O. Product: [O:1]1[C:5]2[CH:6]=[CH:7][C:8]([C:10]3[NH:11][C:12]4[N:13]([N:17]=[C:18]([CH3:22])[C:19]=4[C:20]([NH2:21])=[O:23])[C:14](=[O:16])[CH:15]=3)=[CH:9][C:4]=2[O:3][CH2:2]1. The catalyst class is: 16. (4) Reactant: [C:1]([C:3]1[C:4]([F:14])=[C:5]([CH:9]=[CH:10][C:11]=1[O:12][CH3:13])[C:6]([OH:8])=O)#[N:2].[CH3:15][O:16][C:17]1[CH:22]=[CH:21][C:20]([NH2:23])=[CH:19][CH:18]=1.C(N(CC)C(C)C)(C)C.C1CN([P+](ON2N=NC3C=CC=CC2=3)(N2CCCC2)N2CCCC2)CC1.F[P-](F)(F)(F)(F)F. Product: [C:1]([C:3]1[C:4]([F:14])=[C:5]([CH:9]=[CH:10][C:11]=1[O:12][CH3:13])[C:6]([NH:23][C:20]1[CH:21]=[CH:22][C:17]([O:16][CH3:15])=[CH:18][CH:19]=1)=[O:8])#[N:2]. The catalyst class is: 18. (5) Reactant: [CH2:1]([O:8][C:9]([NH:11][C@H:12]([C:16]([O:18][CH2:19][CH2:20][C:21]([OH:23])=[O:22])=[O:17])[CH:13]([CH3:15])[CH3:14])=[O:10])[C:2]1[CH:7]=[CH:6][CH:5]=[CH:4][CH:3]=1.[OH-].C([N+](CCCC)(CCCC)CCCC)CCC.[Cl:42][CH2:43]I. Product: [CH2:1]([O:8][C:9]([NH:11][C@H:12]([C:16]([O:18][CH2:19][CH2:20][C:21]([O:23][CH2:43][Cl:42])=[O:22])=[O:17])[CH:13]([CH3:15])[CH3:14])=[O:10])[C:2]1[CH:3]=[CH:4][CH:5]=[CH:6][CH:7]=1. The catalyst class is: 12. (6) Reactant: [F:1][C:2]1[CH:3]=[C:4]2[C:9](=[CH:10][CH:11]=1)[C@H:8]([CH:12]([CH3:14])[CH3:13])[C@:7]([CH2:16][CH2:17]OS(C1C=CC(C)=CC=1)(=O)=O)([OH:15])[CH2:6][CH2:5]2.[CH3:29][NH2:30]. Product: [F:1][C:2]1[CH:3]=[C:4]2[C:9](=[CH:10][CH:11]=1)[C@H:8]([CH:12]([CH3:14])[CH3:13])[C@:7]([CH2:16][CH2:17][NH:30][CH3:29])([OH:15])[CH2:6][CH2:5]2. The catalyst class is: 271. (7) Reactant: [Cl:1][C:2]1[CH:3]=[N:4][CH:5]=[C:6]([Cl:29])[C:7]=1[NH:8][C:9]([C:11]1[C:12]2[N:13]([N:22]=[C:23]([C:25]([F:28])([F:27])[F:26])[CH:24]=2)[C:14]([CH2:17][O:18]C(=O)C)=[CH:15][CH:16]=1)=[O:10].[OH-].[K+]. Product: [Cl:1][C:2]1[CH:3]=[N:4][CH:5]=[C:6]([Cl:29])[C:7]=1[NH:8][C:9]([C:11]1[C:12]2[N:13]([N:22]=[C:23]([C:25]([F:26])([F:28])[F:27])[CH:24]=2)[C:14]([CH2:17][OH:18])=[CH:15][CH:16]=1)=[O:10]. The catalyst class is: 5.